Predict the reactants needed to synthesize the given product. From a dataset of Full USPTO retrosynthesis dataset with 1.9M reactions from patents (1976-2016). (1) Given the product [C:11]([O:15][C:16]([NH:17][C:18]1[C:19]([F:24])=[CH:20][CH:21]=[CH:22][C:23]=1[C:26]([OH:28])=[O:27])=[O:25])([CH3:14])([CH3:12])[CH3:13], predict the reactants needed to synthesize it. The reactants are: C([Li])(C)(C)C.CCCCC.[C:11]([O:15][C:16](=[O:25])[NH:17][C:18]1[CH:23]=[CH:22][CH:21]=[CH:20][C:19]=1[F:24])([CH3:14])([CH3:13])[CH3:12].[C:26](=[O:28])=[O:27]. (2) Given the product [C:23]([C:22]1[CH:21]=[C:20]([NH:13][C:12]2[C:11]3[C:10](=[CH:9][CH:8]=[C:6]4[N:7]=[C:3]([C:1]#[N:2])[S:4][C:5]4=3)[N:14]=[CH:15][N:16]=2)[CH:27]=[CH:26][CH:25]=1)#[N:24], predict the reactants needed to synthesize it. The reactants are: [C:1]([C:3]1[S:4][C:5]2[C:11]([C:12]#[N:13])=[C:10](/[N:14]=[CH:15]/[N:16](C)C)[CH:9]=[CH:8][C:6]=2[N:7]=1)#[N:2].N[C:20]1[CH:21]=[C:22]([CH:25]=[CH:26][CH:27]=1)[C:23]#[N:24].[K+].[Br-]. (3) Given the product [NH2:8][CH2:12][C:13]1[CH:14]=[C:15]([CH2:19][N:20]2[C:28]3[C:23](=[C:24]([C:29]([OH:31])([CH3:30])[CH3:43])[CH:25]=[CH:26][CH:27]=3)[C:22]([NH:32][S:33]([C:36]3[S:37][C:38]([Cl:41])=[CH:39][CH:40]=3)(=[O:35])=[O:34])=[N:21]2)[CH:16]=[CH:17][CH:18]=1, predict the reactants needed to synthesize it. The reactants are: C[Mg]Br.CC([N:8]([CH2:12][C:13]1[CH:18]=[CH:17][CH:16]=[C:15]([CH2:19][N:20]2[C:28]3[C:23](=[C:24]([C:29](=[O:31])[CH3:30])[CH:25]=[CH:26][CH:27]=3)[C:22]([NH:32][S:33]([C:36]3[S:37][C:38]([Cl:41])=[CH:39][CH:40]=3)(=[O:35])=[O:34])=[N:21]2)[CH:14]=1)C(=O)[O-])(C)C.O1CCOC[CH2:43]1. (4) Given the product [N+:14]([C:11]1[CH:12]=[CH:13][C:8]([N:1]2[CH2:6][CH2:5][O:4][CH2:3][CH2:2]2)=[C:9]([C:17]([F:18])([F:19])[F:20])[CH:10]=1)([O-:16])=[O:15], predict the reactants needed to synthesize it. The reactants are: [NH:1]1[CH2:6][CH2:5][O:4][CH2:3][CH2:2]1.F[C:8]1[CH:13]=[CH:12][C:11]([N+:14]([O-:16])=[O:15])=[CH:10][C:9]=1[C:17]([F:20])([F:19])[F:18].O. (5) Given the product [F:1][C:2]1[CH:3]=[C:4]([N:9]2[CH:18]=[CH:17][C:16]3[C:11](=[C:12]([OH:21])[CH:13]=[C:14]([O:19][CH3:20])[CH:15]=3)[C:10]2=[O:23])[CH:5]=[CH:6][C:7]=1[OH:8], predict the reactants needed to synthesize it. The reactants are: [F:1][C:2]1[CH:3]=[C:4]([N:9]2[CH:18]=[CH:17][C:16]3[C:11](=[C:12]([O:21]C)[CH:13]=[C:14]([O:19][CH3:20])[CH:15]=3)[C:10]2=[O:23])[CH:5]=[CH:6][C:7]=1[OH:8].C(Cl)Cl.B(Br)(Br)Br.O. (6) Given the product [Si:1]([O:8][CH:9]1[CH2:14][CH2:13][CH2:12][N:11]([C:15]2[CH:20]=[CH:19][N:18]=[CH:17][C:16]=2[NH2:21])[CH2:10]1)([C:4]([CH3:7])([CH3:5])[CH3:6])([CH3:3])[CH3:2], predict the reactants needed to synthesize it. The reactants are: [Si:1]([O:8][CH:9]1[CH2:14][CH2:13][CH2:12][N:11]([C:15]2[CH:20]=[CH:19][N:18]=[CH:17][C:16]=2[N+:21]([O-])=O)[CH2:10]1)([C:4]([CH3:7])([CH3:6])[CH3:5])([CH3:3])[CH3:2]. (7) Given the product [NH2:17][C:13]1[N:12]=[CH:11][C:10]([S:7]([NH:6][C:2]2[S:1][CH:5]=[CH:4][N:3]=2)(=[O:9])=[O:8])=[CH:15][CH:14]=1, predict the reactants needed to synthesize it. The reactants are: [S:1]1[CH:5]=[CH:4][N:3]=[C:2]1[NH:6][S:7]([C:10]1[CH:11]=[N:12][C:13](Cl)=[CH:14][CH:15]=1)(=[O:9])=[O:8].[NH3:17].